This data is from Reaction yield outcomes from USPTO patents with 853,638 reactions. The task is: Predict the reaction yield, written as a fraction of the theoretical maximum amount of product (1.0 means a 100% yield; for example, 0.34 means a 34% yield). (1) The reactants are [Br:1][C:2]1[CH:3]=[CH:4][C:5]([C:12]2[C:25]3[CH:24]=[CH:23][C:22]4[C:17](=[CH:18][CH:19]=[CH:20][CH:21]=4)[C:16]=3[CH:15]=[CH:14][CH:13]=2)=[C:6]([C:8](O)([CH3:10])[CH3:9])[CH:7]=1.O. The catalyst is S(=O)(=O)(O)O.C(O)(=O)C. The product is [Br:1][C:2]1[CH:7]=[C:6]2[C:5](=[CH:4][CH:3]=1)[C:12]1[C:13]3[CH:14]=[CH:15][C:16]4[CH:25]=[CH:24][CH:23]=[CH:22][C:17]=4[C:18]=3[CH:19]=[CH:20][C:21]=1[C:8]2([CH3:10])[CH3:9]. The yield is 0.750. (2) The reactants are [NH:1]([C:5]1[CH:11]=[CH:10][C:8]([OH:9])=[CH:7][CH:6]=1)[C:2]([CH3:4])=[O:3].Cl.[C:13](Cl)(=[O:20])[C:14]1[CH:19]=[CH:18][CH:17]=[N:16][CH:15]=1. The catalyst is C1COCC1. The product is [C:13]([O:9][C:8]1[CH:10]=[CH:11][C:5]([NH:1][C:2](=[O:3])[CH3:4])=[CH:6][CH:7]=1)(=[O:20])[C:14]1[CH:19]=[CH:18][CH:17]=[N:16][CH:15]=1. The yield is 0.780. (3) The reactants are C1C(=O)N([Br:8])C(=O)C1.[CH3:9][O:10][C:11]1[CH:16]=[C:15]([C:17]([F:20])([F:19])[F:18])[CH:14]=[C:13]([O:21][CH3:22])[CH:12]=1. The catalyst is ClCCl. The product is [Br:8][C:14]1[C:15]([C:17]([F:18])([F:19])[F:20])=[CH:16][C:11]([O:10][CH3:9])=[CH:12][C:13]=1[O:21][CH3:22]. The yield is 0.830. (4) The reactants are Br[C:2]1[C:3]([F:18])=[CH:4][CH:5]=[C:6]2[C:11]=1[N:10]=[C:9]([NH:12][C:13]([CH3:16])([CH3:15])[CH3:14])[C:8]([CH3:17])=[N:7]2.C([Sn](CCCC)(CCCC)[C:24]([O:26]CC)=[CH2:25])CCC.CC(C1C=C(C(C)C)C(C2C=CC=CC=2P(C2CCCCC2)C2CCCCC2)=C(C(C)C)C=1)C.[F-].[Cs+].Cl. The product is [C:13]([NH:12][C:9]1[C:8]([CH3:17])=[N:7][C:6]2[C:11]([N:10]=1)=[C:2]([C:24](=[O:26])[CH3:25])[C:3]([F:18])=[CH:4][CH:5]=2)([CH3:16])([CH3:15])[CH3:14]. The catalyst is O1CCOCC1.C1C=CC(/C=C/C(/C=C/C2C=CC=CC=2)=O)=CC=1.C1C=CC(/C=C/C(/C=C/C2C=CC=CC=2)=O)=CC=1.C1C=CC(/C=C/C(/C=C/C2C=CC=CC=2)=O)=CC=1.[Pd].[Pd].[Cu]I. The yield is 0.910. (5) No catalyst specified. The yield is 0.560. The product is [Cl:13][C:14]1[C:19]([C:20]([F:21])([F:22])[F:23])=[C:18]([O:11][CH2:10][CH:9]([C:3]2[C:4]([F:8])=[CH:5][CH:6]=[CH:7][C:2]=2[Cl:1])[CH3:12])[CH:17]=[CH:16][N:15]=1. The reactants are [Cl:1][C:2]1[CH:7]=[CH:6][CH:5]=[C:4]([F:8])[C:3]=1[CH:9]([CH3:12])[CH2:10][OH:11].[Cl:13][C:14]1[C:19]([C:20]([F:23])([F:22])[F:21])=[C:18](Cl)[CH:17]=[CH:16][N:15]=1.